This data is from Full USPTO retrosynthesis dataset with 1.9M reactions from patents (1976-2016). The task is: Predict the reactants needed to synthesize the given product. (1) Given the product [Cl:8][C:4]1[S:3][C:2]([Cl:1])=[C:6]([Cl:7])[C:5]=1[S:10]([Cl:9])(=[O:12])=[O:11], predict the reactants needed to synthesize it. The reactants are: [Cl:1][C:2]1[S:3][C:4]([Cl:8])=[CH:5][C:6]=1[Cl:7].[Cl:9][S:10](O)(=[O:12])=[O:11]. (2) The reactants are: [O:1]=[C:2]1[NH:6][C:5]([C:7]([N:9]2[CH2:14][CH2:13][N:12]([C:15]([O:17][C:18]([CH3:21])([CH3:20])[CH3:19])=[O:16])[CH2:11][CH2:10]2)=[O:8])=[C:4]([C:22]2[CH:27]=[CH:26][CH:25]=[CH:24][CH:23]=2)[N:3]1[CH:28]1[CH2:33][CH2:32][CH2:31][NH:30][CH2:29]1.[C:34](OC(=O)C)(=[O:36])[CH3:35]. Given the product [C:34]([N:30]1[CH2:31][CH2:32][CH2:33][CH:28]([N:3]2[C:4]([C:22]3[CH:27]=[CH:26][CH:25]=[CH:24][CH:23]=3)=[C:5]([C:7]([N:9]3[CH2:10][CH2:11][N:12]([C:15]([O:17][C:18]([CH3:21])([CH3:20])[CH3:19])=[O:16])[CH2:13][CH2:14]3)=[O:8])[NH:6][C:2]2=[O:1])[CH2:29]1)(=[O:36])[CH3:35], predict the reactants needed to synthesize it. (3) Given the product [CH:19]1([C:17]2[N:18]=[C:14]([C:3]3[CH:4]=[C:5]([NH:8][C:9]([NH:11][CH2:12][CH3:13])=[O:10])[N:6]=[CH:7][C:2]=3[B:25]([OH:26])[OH:24])[S:15][CH:16]=2)[CH2:21][CH2:20]1, predict the reactants needed to synthesize it. The reactants are: Br[C:2]1[C:3]([C:14]2[S:15][CH:16]=[C:17]([CH:19]3[CH2:21][CH2:20]3)[N:18]=2)=[CH:4][C:5]([NH:8][C:9]([NH:11][CH2:12][CH3:13])=[O:10])=[N:6][CH:7]=1.CC1(C)C(C)(C)[O:26][B:25](B2OC(C)(C)C(C)(C)O2)[O:24]1.C(N(CC)CC)C.C([O-])(=O)C.[K+]. (4) Given the product [NH2:7][C:8]([CH2:16][N:17]1[C:25]2[C:20](=[C:21]([C:26]3[N:30]=[C:29]([C:31]4[CH:36]=[CH:35][C:34]([O:37][CH2:38][CH3:39])=[C:33]([Cl:40])[CH:32]=4)[O:28][N:27]=3)[CH:22]=[CH:23][CH:24]=2)[CH:19]=[CH:18]1)([CH2:9][OH:10])[CH2:13][OH:12], predict the reactants needed to synthesize it. The reactants are: C(OC(=O)[NH:7][C:8]1([CH2:16][N:17]2[C:25]3[C:20](=[C:21]([C:26]4[N:30]=[C:29]([C:31]5[CH:36]=[CH:35][C:34]([O:37][CH2:38][CH3:39])=[C:33]([Cl:40])[CH:32]=5)[O:28][N:27]=4)[CH:22]=[CH:23][CH:24]=3)[CH:19]=[CH:18]2)[CH2:13][O:12]C(C)(C)[O:10][CH2:9]1)(C)(C)C.C(OC1C=C(C2ON=C(C3C=CC=C4C=3CCN4CC3(NC(=O)OC(C)(C)C)COC(C)(C)OC3)N=2)C=CC=1OCC)C. (5) Given the product [CH3:1][O:2][C:3]1[C:4]([NH:14][S:15]([C:18]2[S:19][C:20]([C:23]3[CH:28]=[CH:27][C:26]([Cl:29])=[CH:25][CH:24]=3)=[CH:21][CH:22]=2)(=[O:16])=[O:17])=[CH:5][C:6]2[CH2:12][CH2:11][N:10]([CH3:30])[CH2:9][CH2:8][C:7]=2[CH:13]=1, predict the reactants needed to synthesize it. The reactants are: [CH3:1][O:2][C:3]1[C:4]([NH:14][S:15]([C:18]2[S:19][C:20]([C:23]3[CH:28]=[CH:27][C:26]([Cl:29])=[CH:25][CH:24]=3)=[CH:21][CH:22]=2)(=[O:17])=[O:16])=[CH:5][C:6]2[CH2:12][CH2:11][NH:10][CH2:9][CH2:8][C:7]=2[CH:13]=1.[CH2:30](N(CC)CC)C.C=O.C(O[BH-](OC(=O)C)OC(=O)C)(=O)C.[Na+]. (6) Given the product [C:36]([NH:35][S:32]([C:29]1[CH:30]=[CH:31][C:26]([C:10]2[S:9][C:8]([C:11]3[O:24][C:15]([CH2:16][C:17]([CH3:23])([CH3:22])[C:18]([O:20][CH3:21])=[O:19])=[N:14][N:13]=3)=[N:7][C:6]=2[CH2:5][CH:1]2[CH2:2][CH2:3][CH2:4]2)=[C:27]([Cl:41])[C:28]=1[Cl:40])(=[O:34])=[O:33])([CH3:39])([CH3:37])[CH3:38], predict the reactants needed to synthesize it. The reactants are: [CH:1]1([CH2:5][C:6]2[N:7]=[C:8]([C:11]([NH:13][NH:14][C:15](=[O:24])[CH2:16][C:17]([CH3:23])([CH3:22])[C:18]([O:20][CH3:21])=[O:19])=O)[S:9][CH:10]=2)[CH2:4][CH2:3][CH2:2]1.Br[C:26]1[CH:31]=[CH:30][C:29]([S:32]([NH:35][C:36]([CH3:39])([CH3:38])[CH3:37])(=[O:34])=[O:33])=[C:28]([Cl:40])[C:27]=1[Cl:41].CC([O-])=O.[K+].C1C=CC(P(C2C=CC=CC=2)C2C=CC=CC=2)=CC=1. (7) Given the product [Cl:21][C:22]1[CH:29]=[CH:28][C:25]([CH2:26][NH:1][CH:2]([CH2:8][CH2:9][CH2:10][CH2:11][B:12]2[O:16][C:15]([CH3:18])([CH3:17])[C:14]([CH3:19])([CH3:20])[O:13]2)[C:3]([O:5][CH2:6][CH3:7])=[O:4])=[CH:24][CH:23]=1, predict the reactants needed to synthesize it. The reactants are: [NH2:1][CH:2]([CH2:8][CH2:9][CH2:10][CH2:11][B:12]1[O:16][C:15]([CH3:18])([CH3:17])[C:14]([CH3:20])([CH3:19])[O:13]1)[C:3]([O:5][CH2:6][CH3:7])=[O:4].[Cl:21][C:22]1[CH:29]=[CH:28][C:25]([CH:26]=O)=[CH:24][CH:23]=1.C(O[BH-](OC(=O)C)OC(=O)C)(=O)C.[Na+]. (8) Given the product [Br:21][C:22]1[CH:27]=[CH:26][C:25]([CH2:28][C:29]([NH:14][C:13]2[CH:15]=[CH:16][C:10]([CH2:9][N:6]3[CH2:7][CH2:8][N:3]([CH2:1][CH3:2])[CH2:4][CH2:5]3)=[C:11]([C:17]([F:20])([F:18])[F:19])[CH:12]=2)=[O:30])=[C:24]([F:32])[CH:23]=1, predict the reactants needed to synthesize it. The reactants are: [CH2:1]([N:3]1[CH2:8][CH2:7][N:6]([CH2:9][C:10]2[CH:16]=[CH:15][C:13]([NH2:14])=[CH:12][C:11]=2[C:17]([F:20])([F:19])[F:18])[CH2:5][CH2:4]1)[CH3:2].[Br:21][C:22]1[CH:27]=[CH:26][C:25]([CH2:28][C:29](O)=[O:30])=[C:24]([F:32])[CH:23]=1.C1C=CC2N(O)N=NC=2C=1.C(Cl)CCl.CCN(CC)CC. (9) Given the product [F:17][C:2]([F:1])([F:16])[O:3][C:4]1[CH:5]=[C:6]([C:10]2[N:14]=[C:13]([NH:15][C:20](=[O:19])[C:21]3[CH:22]=[CH:23][C:24]([NH:27][C:28]4[CH:33]=[CH:32][N:31]=[CH:30][N:29]=4)=[CH:25][CH:26]=3)[S:12][N:11]=2)[CH:7]=[CH:8][CH:9]=1, predict the reactants needed to synthesize it. The reactants are: [F:1][C:2]([F:17])([F:16])[O:3][C:4]1[CH:5]=[C:6]([C:10]2[N:14]=[C:13]([NH2:15])[S:12][N:11]=2)[CH:7]=[CH:8][CH:9]=1.C[O:19][C:20](=O)[C:21]1[CH:26]=[CH:25][C:24]([NH:27][C:28]2[CH:33]=[CH:32][N:31]=[CH:30][N:29]=2)=[CH:23][CH:22]=1.